Dataset: TCR-epitope binding with 47,182 pairs between 192 epitopes and 23,139 TCRs. Task: Binary Classification. Given a T-cell receptor sequence (or CDR3 region) and an epitope sequence, predict whether binding occurs between them. (1) The epitope is KLGGALQAK. The TCR CDR3 sequence is CSARGLHAPNYGYTF. Result: 1 (the TCR binds to the epitope). (2) The epitope is SEVGPEHSLAEY. The TCR CDR3 sequence is CASSLAFGDIEETQYF. Result: 1 (the TCR binds to the epitope). (3) The epitope is SEVGPEHSLAEY. The TCR CDR3 sequence is CAINGEGPSYNEQFF. Result: 1 (the TCR binds to the epitope). (4) The epitope is IIKDYGKQM. The TCR CDR3 sequence is CAIRTSGDYEQYF. Result: 1 (the TCR binds to the epitope).